Dataset: Reaction yield outcomes from USPTO patents with 853,638 reactions. Task: Predict the reaction yield, written as a fraction of the theoretical maximum amount of product (1.0 means a 100% yield; for example, 0.34 means a 34% yield). (1) The reactants are [F:1][CH:2]([F:10])[C:3]1[CH:7]=[C:6]([NH2:8])[N:5]([CH3:9])[N:4]=1.Cl[C:12]([O:14][C:15]1[CH:20]=[CH:19][CH:18]=[CH:17][CH:16]=1)=[O:13].N1C=CC=CC=1.Cl. The catalyst is ClCCl. The product is [F:1][CH:2]([F:10])[C:3]1[CH:7]=[C:6]([NH:8][C:12](=[O:13])[O:14][C:15]2[CH:20]=[CH:19][CH:18]=[CH:17][CH:16]=2)[N:5]([CH3:9])[N:4]=1. The yield is 1.00. (2) The reactants are [C:1]([C:3]1[CH:4]=[C:5]([CH:8]=[CH:9][CH:10]=1)[CH:6]=[O:7])#[N:2].CO.C1COCC1.[BH4-].[Na+]. The catalyst is [Cl-].[Na+].O. The product is [OH:7][CH2:6][C:5]1[CH:4]=[C:3]([CH:10]=[CH:9][CH:8]=1)[C:1]#[N:2]. The yield is 0.980. (3) The reactants are Cl.[CH3:2][N:3]1[CH2:8][CH2:7][CH2:6][CH:5]([CH2:9][O:10][C:11]2[CH:16]=[CH:15][C:14]([NH2:17])=[CH:13][CH:12]=2)[CH2:4]1.[Cl:18][C:19]1[CH:20]=[C:21]2[C:25](=[CH:26][CH:27]=1)[NH:24][C:23](=[O:28])[C:22]2=[CH:29]O.CCN(CC)CC. No catalyst specified. The product is [Cl:18][C:19]1[CH:20]=[C:21]2[C:25](=[CH:26][CH:27]=1)[NH:24][C:23](=[O:28])[C:22]2=[CH:29][NH:17][C:14]1[CH:13]=[CH:12][C:11]([O:10][CH2:9][CH:5]2[CH2:6][CH2:7][CH2:8][N:3]([CH3:2])[CH2:4]2)=[CH:16][CH:15]=1. The yield is 0.490. (4) The reactants are [Br:1][C:2]1[CH:7]=[C:6]([F:8])[CH:5]=[CH:4][C:3]=1[C:9](=[O:11])[CH3:10].[Br:12]CC(C1C=C(Cl)C=CC=1Cl)=O. No catalyst specified. The product is [Br:12][CH2:10][C:9]([C:3]1[CH:4]=[CH:5][C:6]([F:8])=[CH:7][C:2]=1[Br:1])=[O:11]. The yield is 0.630. (5) The reactants are [OH:1][C:2]1[CH:10]=[CH:9][C:8]([C:11]2[N:12]([C:27]([O:29][C:30]([CH3:33])([CH3:32])[CH3:31])=[O:28])[C:13]3[C:18]([CH:19]=2)=[CH:17][C:16]([CH2:20][N:21]2[CH2:26][CH2:25][CH2:24][CH2:23][CH2:22]2)=[CH:15][CH:14]=3)=[C:7]2[C:3]=1[CH2:4][NH:5][C:6]2=[O:34].C1(P(C2C=CC=CC=2)C2C=CC=CC=2)C=CC=CC=1.[CH3:54][N:55]([CH3:59])[CH2:56][CH2:57]O.CCOC(/N=N/C(OCC)=O)=O.C1(C)C=CC=CC=1. The catalyst is C1COCC1.O. The product is [CH3:54][N:55]([CH3:59])[CH2:56][CH2:57][O:1][C:2]1[CH:10]=[CH:9][C:8]([C:11]2[N:12]([C:27]([O:29][C:30]([CH3:31])([CH3:33])[CH3:32])=[O:28])[C:13]3[C:18]([CH:19]=2)=[CH:17][C:16]([CH2:20][N:21]2[CH2:26][CH2:25][CH2:24][CH2:23][CH2:22]2)=[CH:15][CH:14]=3)=[C:7]2[C:3]=1[CH2:4][NH:5][C:6]2=[O:34]. The yield is 0.530.